From a dataset of Forward reaction prediction with 1.9M reactions from USPTO patents (1976-2016). Predict the product of the given reaction. (1) Given the reactants [Br:1][C:2]1[CH:3]=[CH:4][C:5]([O:11][C:12]2[CH:17]=[CH:16][C:15]([O:18][CH3:19])=[CH:14][C:13]=2[F:20])=[C:6]([CH:10]=1)[C:7]([OH:9])=O, predict the reaction product. The product is: [Br:1][C:2]1[CH:10]=[C:6]2[C:5]([O:11][C:12]3[C:13]([F:20])=[CH:14][C:15]([O:18][CH3:19])=[CH:16][C:17]=3[C:7]2=[O:9])=[CH:4][CH:3]=1. (2) Given the reactants Br[C:2]1[CH:7]=[CH:6][CH:5]=[CH:4][N:3]=1.[CH3:8][Sn:9](Cl)([CH3:11])[CH3:10].C1COCC1, predict the reaction product. The product is: [CH3:8][Sn:9]([CH3:11])([CH3:10])[C:2]1[CH:7]=[CH:6][CH:5]=[CH:4][N:3]=1. (3) Given the reactants ClC1[CH:3]=[CH:4][C:5]2[N:11]3[C:12]([CH3:16])=[C:13]([CH3:15])[N:14]=[C:10]3[C@@H:9]([CH2:17][CH2:18]O)[O:8][C@H:7]([C:20]3[CH:25]=[CH:24][CH:23]=[C:22]([O:26][CH3:27])[C:21]=3[O:28][CH3:29])[C:6]=2[CH:30]=1.[CH2:31]([N:33](CC)CC)C.[Cl:38][CH2:39]S([O-])(=O)=O.C(=O)([O-])O.[Na+], predict the reaction product. The product is: [Cl:38][C:39]1[CH:3]=[CH:4][C:5]2[N:11]3[C:12]([CH3:16])=[C:13]([CH3:15])[N:14]=[C:10]3[C@@H:9]([CH2:17][CH2:18][C:31]#[N:33])[O:8][C@H:7]([C:20]3[CH:25]=[CH:24][CH:23]=[C:22]([O:26][CH3:27])[C:21]=3[O:28][CH3:29])[C:6]=2[CH:30]=1. (4) Given the reactants Cl[C:2]1[C:7]([O:8][C:9]2[CH:14]=[CH:13][N:12]=[C:11]([NH:15][C:16]3[CH:21]=[C:20]([O:22][CH3:23])[C:19]([O:24][CH3:25])=[C:18]([O:26][CH3:27])[CH:17]=3)[CH:10]=2)=[CH:6][CH:5]=[CH:4][N:3]=1.[C:28]1(B(O)O)[CH:33]=[CH:32][CH:31]=[CH:30][CH:29]=1.C([O-])([O-])=O.[Na+].[Na+].O1CCOCC1, predict the reaction product. The product is: [C:28]1([C:2]2[C:7]([O:8][C:9]3[CH:14]=[CH:13][N:12]=[C:11]([NH:15][C:16]4[CH:21]=[C:20]([O:22][CH3:23])[C:19]([O:24][CH3:25])=[C:18]([O:26][CH3:27])[CH:17]=4)[CH:10]=3)=[CH:6][CH:5]=[CH:4][N:3]=2)[CH:33]=[CH:32][CH:31]=[CH:30][CH:29]=1. (5) Given the reactants [F:1][C:2]1[CH:7]=[CH:6][CH:5]=[CH:4][C:3]=1[N:8]=[C:9]=[O:10].Cl.[CH3:12][N:13]1[CH2:18][CH2:17][N:16]([C:19]2[CH:24]=[C:23]([C:25]3[CH:34]=[C:33]4[C:28]([CH2:29][CH2:30][NH:31][CH2:32]4)=[CH:27][CH:26]=3)[N:22]=[C:21]([NH2:35])[N:20]=2)[CH2:15][CH2:14]1, predict the reaction product. The product is: [NH2:35][C:21]1[N:22]=[C:23]([C:25]2[CH:34]=[C:33]3[C:28]([CH2:29][CH2:30][N:31]([C:9]([NH:8][C:3]4[CH:4]=[CH:5][CH:6]=[CH:7][C:2]=4[F:1])=[O:10])[CH2:32]3)=[CH:27][CH:26]=2)[CH:24]=[C:19]([N:16]2[CH2:15][CH2:14][N:13]([CH3:12])[CH2:18][CH2:17]2)[N:20]=1. (6) Given the reactants N1(O[C:11]2[N:16]=[C:15]([NH:17][C:18]3[CH:26]=[CH:25][CH:24]=[C:23]4[C:19]=3[CH:20]=[CH:21][N:22]4[CH3:27])[C:14]([C:28]([NH2:30])=[O:29])=[CH:13][N:12]=2)C2C=CC=CC=2N=N1.[N:31]1([CH2:36][CH2:37][O:38][C:39]2[CH:45]=[CH:44][C:42]([NH2:43])=[CH:41][CH:40]=2)[CH2:35][CH2:34][CH2:33][CH2:32]1.O.C1(C)C=CC(S(O)(=O)=O)=CC=1, predict the reaction product. The product is: [CH3:27][N:22]1[C:23]2[C:19](=[C:18]([NH:17][C:15]3[C:14]([C:28]([NH2:30])=[O:29])=[CH:13][N:12]=[C:11]([NH:43][C:42]4[CH:44]=[CH:45][C:39]([O:38][CH2:37][CH2:36][N:31]5[CH2:35][CH2:34][CH2:33][CH2:32]5)=[CH:40][CH:41]=4)[N:16]=3)[CH:26]=[CH:25][CH:24]=2)[CH:20]=[CH:21]1. (7) Given the reactants [C:1](OC(=O)C)(=[O:3])[CH3:2].[NH2:8][C:9](=[O:37])[CH2:10][C:11]1([NH:17][C:18]([C:20]2[CH:25]=[CH:24][C:23]([CH:26]3[CH2:28][CH2:27]3)=[C:22]([CH2:29][C:30]3[CH:35]=[CH:34][C:33]([F:36])=[CH:32][CH:31]=3)[N:21]=2)=[O:19])[CH2:16][CH2:15][NH:14][CH2:13][CH2:12]1.Cl, predict the reaction product. The product is: [C:1]([N:14]1[CH2:15][CH2:16][C:11]([NH:17][C:18]([C:20]2[CH:25]=[CH:24][C:23]([CH:26]3[CH2:28][CH2:27]3)=[C:22]([CH2:29][C:30]3[CH:35]=[CH:34][C:33]([F:36])=[CH:32][CH:31]=3)[N:21]=2)=[O:19])([CH2:10][C:9]([NH2:8])=[O:37])[CH2:12][CH2:13]1)(=[O:3])[CH3:2].